Dataset: Catalyst prediction with 721,799 reactions and 888 catalyst types from USPTO. Task: Predict which catalyst facilitates the given reaction. (1) Reactant: [F:1][C:2]([F:48])([F:47])[C:3]1[CH:4]=[C:5]([CH:40]=[C:41]([C:43]([F:46])([F:45])[F:44])[CH:42]=1)[CH2:6][N:7]([CH2:25][C:26]1[N:27]=[C:28]([O:36][CH:37]([CH3:39])[CH3:38])[C:29]2[C:34]([CH:35]=1)=[CH:33][CH:32]=[CH:31][CH:30]=2)[C:8]1[N:13]=[CH:12][C:11]([N:14]2[CH2:19][CH2:18][CH:17]([C:20]([O:22]CC)=[O:21])[CH2:16][CH2:15]2)=[CH:10][N:9]=1.[OH-].[Na+].O.Cl. Product: [F:48][C:2]([F:1])([F:47])[C:3]1[CH:4]=[C:5]([CH:40]=[C:41]([C:43]([F:45])([F:46])[F:44])[CH:42]=1)[CH2:6][N:7]([CH2:25][C:26]1[N:27]=[C:28]([O:36][CH:37]([CH3:39])[CH3:38])[C:29]2[C:34]([CH:35]=1)=[CH:33][CH:32]=[CH:31][CH:30]=2)[C:8]1[N:13]=[CH:12][C:11]([N:14]2[CH2:19][CH2:18][CH:17]([C:20]([OH:22])=[O:21])[CH2:16][CH2:15]2)=[CH:10][N:9]=1. The catalyst class is: 8. (2) Product: [CH:21]([C@H:20]1[CH2:24][O:25][C:9]([CH2:8][CH2:7][C:1]2[CH:6]=[CH:5][CH:4]=[CH:3][CH:2]=2)=[N:19]1)([CH3:23])[CH3:22]. Reactant: [C:1]1([CH2:7][CH2:8][C:9](OCC2C=CC=CC=2)=O)[CH:6]=[CH:5][CH:4]=[CH:3][CH:2]=1.[NH2:19][C@H:20]([CH2:24][OH:25])[CH:21]([CH3:23])[CH3:22]. The catalyst class is: 159. (3) Reactant: C(Cl)(=O)C(Cl)=O.[N+:7]([C:10]1[CH:18]=[CH:17][C:13]([C:14]([OH:16])=O)=[CH:12][CH:11]=1)([O-:9])=[O:8].C(N(CC)CC)C.[NH2:26][C:27]1[CH:32]=[CH:31][CH:30]=[CH:29][N:28]=1. Product: [N+:7]([C:10]1[CH:11]=[CH:12][C:13]([C:14]([NH:26][C:27]2[CH:32]=[CH:31][CH:30]=[CH:29][N:28]=2)=[O:16])=[CH:17][CH:18]=1)([O-:9])=[O:8]. The catalyst class is: 306. (4) Reactant: S(Cl)([Cl:3])=O.[Cl:5][C:6]1[CH:7]=[C:8]2[C:12](=[CH:13][CH:14]=1)[C:11](=[O:15])[N:10]([C:16]1[CH:17]=[N:18][CH:19]=[C:20]([CH2:22]O)[CH:21]=1)[C:9]2([CH3:25])[CH3:24]. Product: [Cl:5][C:6]1[CH:7]=[C:8]2[C:12](=[CH:13][CH:14]=1)[C:11](=[O:15])[N:10]([C:16]1[CH:17]=[N:18][CH:19]=[C:20]([CH2:22][Cl:3])[CH:21]=1)[C:9]2([CH3:25])[CH3:24]. The catalyst class is: 2. (5) The catalyst class is: 6. Product: [I:17][C:5]1[C:6]([NH:8][C:9]2[CH:10]=[N:11][C:12]([O:15][CH3:16])=[CH:13][CH:14]=2)=[N:7][C:2]([N:18]2[CH2:23][CH2:22][CH2:21][CH2:20][CH2:19]2)=[N:3][CH:4]=1. Reactant: Cl[C:2]1[N:7]=[C:6]([NH:8][C:9]2[CH:10]=[N:11][C:12]([O:15][CH3:16])=[CH:13][CH:14]=2)[C:5]([I:17])=[CH:4][N:3]=1.[NH:18]1[CH2:23][CH2:22][CH2:21][CH2:20][CH2:19]1.C(O)C. (6) Reactant: [O:1]=[C:2]1[C:15]2[CH:14]=[CH:13][CH:12]=[CH:11][C:10]=2[N:9]([CH2:16][CH2:17][CH2:18][CH2:19][CH2:20][C:21]([O:23]CC)=[O:22])[C:8]2[C:3]1=[CH:4][CH:5]=[CH:6][CH:7]=2.Cl. Product: [O:1]=[C:2]1[C:15]2[CH:14]=[CH:13][CH:12]=[CH:11][C:10]=2[N:9]([CH2:16][CH2:17][CH2:18][CH2:19][CH2:20][C:21]([OH:23])=[O:22])[C:8]2[C:3]1=[CH:4][CH:5]=[CH:6][CH:7]=2. The catalyst class is: 15. (7) Reactant: [F:1][C:2]([F:19])([F:18])[CH2:3][CH:4]1[C:13]2[C:8](=[CH:9][CH:10]=[CH:11][CH:12]=2)[N:7]([CH2:14][C:15]([NH2:17])=O)[CH2:6][CH2:5]1.CSC.B. Product: [F:19][C:2]([F:1])([F:18])[CH2:3][CH:4]1[C:13]2[C:8](=[CH:9][CH:10]=[CH:11][CH:12]=2)[N:7]([CH2:14][CH2:15][NH2:17])[CH2:6][CH2:5]1. The catalyst class is: 1. (8) Reactant: [CH2:1]([C@H:8]1[N:13]([C:14]([C:16]2[N:17]=[CH:18][N:19]([CH:27]3[CH2:32][CH2:31][CH2:30][N:29](C(OCC4C=CC=CC=4)=O)[CH2:28]3)[C:20]=2[C:21]2[CH:26]=[CH:25][CH:24]=[CH:23][CH:22]=2)=[O:15])[CH2:12][CH2:11][N:10]([C:43]([O:45][C:46]([CH3:49])([CH3:48])[CH3:47])=[O:44])[CH2:9]1)[C:2]1[CH:7]=[CH:6][CH:5]=[CH:4][CH:3]=1. Product: [CH2:1]([C@H:8]1[N:13]([C:14]([C:16]2[N:17]=[CH:18][N:19]([CH:27]3[CH2:32][CH2:31][CH2:30][NH:29][CH2:28]3)[C:20]=2[C:21]2[CH:26]=[CH:25][CH:24]=[CH:23][CH:22]=2)=[O:15])[CH2:12][CH2:11][N:10]([C:43]([O:45][C:46]([CH3:49])([CH3:48])[CH3:47])=[O:44])[CH2:9]1)[C:2]1[CH:7]=[CH:6][CH:5]=[CH:4][CH:3]=1. The catalyst class is: 19. (9) Reactant: O=[C:2]([CH2:7][C:8](=O)[CH3:9])[C:3]([O:5][CH3:6])=[O:4].[CH3:11][C:12]1[CH:20]=[CH:19][C:15]([CH2:16][NH:17][NH2:18])=[CH:14][CH:13]=1. Product: [CH3:9][C:8]1[N:17]([CH2:16][C:15]2[CH:19]=[CH:20][C:12]([CH3:11])=[CH:13][CH:14]=2)[N:18]=[C:2]([C:3]([O:5][CH3:6])=[O:4])[CH:7]=1. The catalyst class is: 15.